Dataset: Full USPTO retrosynthesis dataset with 1.9M reactions from patents (1976-2016). Task: Predict the reactants needed to synthesize the given product. Given the product [C:57]([C:56]1[CH:55]=[C:54]([CH:61]=[CH:60][CH:59]=1)[CH2:53][N:48]1[C:49]2[C:45](=[C:44]([NH:43][C:20]([C:17]3[N:14]4[CH:15]=[CH:16][C:11]([O:10][CH2:9][CH2:8][N:5]5[CH2:6][CH2:7][N:2]([CH3:1])[CH2:3][CH2:4]5)=[CH:12][C:13]4=[N:19][CH:18]=3)=[O:21])[CH:52]=[CH:51][CH:50]=2)[CH:46]=[N:47]1)#[N:58], predict the reactants needed to synthesize it. The reactants are: [CH3:1][N:2]1[CH2:7][CH2:6][N:5]([CH2:8][CH2:9][O:10][C:11]2[CH:16]=[CH:15][N:14]3[C:17]([C:20]([O-])=[O:21])=[CH:18][N:19]=[C:13]3[CH:12]=2)[CH2:4][CH2:3]1.[Li+].CN1C(=O)CCC1.ClC1C=C(Cl)C=C(Cl)C=1C(Cl)=O.[NH2:43][C:44]1[CH:52]=[CH:51][CH:50]=[C:49]2[C:45]=1[CH:46]=[N:47][N:48]2[CH2:53][C:54]1[CH:55]=[C:56]([CH:59]=[CH:60][CH:61]=1)[C:57]#[N:58].